Dataset: Reaction yield outcomes from USPTO patents with 853,638 reactions. Task: Predict the reaction yield, written as a fraction of the theoretical maximum amount of product (1.0 means a 100% yield; for example, 0.34 means a 34% yield). (1) The reactants are [H-].[Al+3].[Li+].[H-].[H-].[H-].[CH2:7]([O:14][C:15]1[N:25]=[C:24]([CH3:26])[CH:23]=[C:22]([O:27][CH3:28])[C:16]=1[C:17](OCC)=[O:18])[C:8]1[CH:13]=[CH:12][CH:11]=[CH:10][CH:9]=1. The catalyst is C1COCC1. The product is [CH2:7]([O:14][C:15]1[C:16]([CH2:17][OH:18])=[C:22]([O:27][CH3:28])[CH:23]=[C:24]([CH3:26])[N:25]=1)[C:8]1[CH:9]=[CH:10][CH:11]=[CH:12][CH:13]=1. The yield is 0.970. (2) The reactants are Cl[C:2]1[CH:7]=[C:6]([C:8](=[O:10])[CH3:9])[CH:5]=[CH:4][N:3]=1.[NH:11]1[CH2:16][CH2:15][NH:14][CH2:13][CH2:12]1. The catalyst is N1C=CC=CC=1. The product is [N:11]1([C:2]2[CH:7]=[C:6]([C:8](=[O:10])[CH3:9])[CH:5]=[CH:4][N:3]=2)[CH2:16][CH2:15][NH:14][CH2:13][CH2:12]1. The yield is 0.210.